Predict the product of the given reaction. From a dataset of Forward reaction prediction with 1.9M reactions from USPTO patents (1976-2016). (1) Given the reactants Br[C:2]1[C:7]([F:8])=[C:6]([F:9])[C:5]([F:10])=[C:4]([F:11])[C:3]=1[S:12]([NH:15][C:16]1[CH:21]=[CH:20][C:19]([O:22][CH3:23])=[C:18]([OH:24])[CH:17]=1)(=[O:14])=[O:13], predict the reaction product. The product is: [F:11][C:4]1[C:5]([F:10])=[C:6]([F:9])[C:7]([F:8])=[CH:2][C:3]=1[S:12]([NH:15][C:16]1[CH:21]=[CH:20][C:19]([O:22][CH3:23])=[C:18]([OH:24])[CH:17]=1)(=[O:14])=[O:13]. (2) Given the reactants Br[C:2]1[CH:3]=[C:4]([CH:9]=[C:10](Br)[N:11]=1)[C:5]([O:7][CH3:8])=[O:6].[CH:13]1[C:25]2[NH:24][C:23]3[C:18](=[CH:19][CH:20]=[CH:21][CH:22]=3)[C:17]=2[CH:16]=[CH:15][CH:14]=1.C1O[CH2:42][CH2:41]OCCOCCOCCOCCOC1.C(=O)([O-])[O-].[K+].[K+], predict the reaction product. The product is: [CH:22]1[C:23]2[N:24]([C:2]3[CH:3]=[C:4]([CH:9]=[C:10]([N:24]4[C:42]5[CH:41]=[CH:14][CH:15]=[CH:16][C:17]=5[C:18]5[C:23]4=[CH:22][CH:21]=[CH:20][CH:19]=5)[N:11]=3)[C:5]([O:7][CH3:8])=[O:6])[C:25]3[C:17](=[CH:16][CH:15]=[CH:14][CH:13]=3)[C:18]=2[CH:19]=[CH:20][CH:21]=1. (3) Given the reactants [Cl:1][C:2]1[C:7]2[C:8](=[O:22])[N:9]([CH2:11][C:12]3[CH:17]=[CH:16][C:15]([O:18][CH3:19])=[CH:14][C:13]=3[O:20][CH3:21])[CH2:10][C:6]=2[C:5]([F:23])=[C:4](Cl)[N:3]=1.[NH2:25][C@@H:26]1[CH2:31][CH2:30][CH2:29][CH2:28][C@@H:27]1[NH:32][C:33](=[O:39])[O:34][C:35]([CH3:38])([CH3:37])[CH3:36].C(N(C(C)C)CC)(C)C.O, predict the reaction product. The product is: [Cl:1][C:2]1[C:7]2[C:8](=[O:22])[N:9]([CH2:11][C:12]3[CH:17]=[CH:16][C:15]([O:18][CH3:19])=[CH:14][C:13]=3[O:20][CH3:21])[CH2:10][C:6]=2[C:5]([F:23])=[C:4]([NH:25][C@@H:26]2[CH2:31][CH2:30][CH2:29][CH2:28][C@@H:27]2[NH:32][C:33](=[O:39])[O:34][C:35]([CH3:37])([CH3:36])[CH3:38])[N:3]=1. (4) Given the reactants [NH:1]1[CH2:6][CH2:5][NH:4][CH2:3][CH2:2]1.C(N(C(C)C)CC)(C)C.[C:16]([O:20][C:21](O[C:21]([O:20][C:16]([CH3:19])([CH3:18])[CH3:17])=[O:22])=[O:22])([CH3:19])([CH3:18])[CH3:17], predict the reaction product. The product is: [C:16]([O:20][C:21]([N:1]1[CH2:6][CH2:5][NH:4][CH2:3][CH2:2]1)=[O:22])([CH3:19])([CH3:18])[CH3:17]. (5) Given the reactants Br[C:2]1[N:3]=[C:4]([C:10]2[C:19]3[C:14](=[CH:15][CH:16]=[CH:17][CH:18]=3)[CH:13]=[CH:12][CH:11]=2)[N:5]([CH2:8][CH3:9])[C:6]=1Br.[Li]CCCC.CCCCCC.Cl[Si](C)(C)C.[C:36](=O)([O:40]CC)[O:37][CH2:38][CH3:39].[F-].C([N+](CCCC)(CCCC)CCCC)CCC, predict the reaction product. The product is: [CH2:38]([O:37][C:36]([C:2]1[N:3]=[C:4]([C:10]2[C:19]3[C:14](=[CH:15][CH:16]=[CH:17][CH:18]=3)[CH:13]=[CH:12][CH:11]=2)[N:5]([CH2:8][CH3:9])[CH:6]=1)=[O:40])[CH3:39]. (6) Given the reactants F[C:2]1[CH:11]=[C:10]([F:12])[CH:9]=[C:8]2[C:3]=1[C:4](=[O:13])[NH:5][CH:6]=[N:7]2.[CH:14]([OH:17])([CH3:16])[CH3:15], predict the reaction product. The product is: [F:12][C:10]1[CH:9]=[C:8]2[C:3]([C:4](=[O:13])[NH:5][CH:6]=[N:7]2)=[C:2]([O:17][CH:14]([CH3:16])[CH3:15])[CH:11]=1.